Dataset: Forward reaction prediction with 1.9M reactions from USPTO patents (1976-2016). Task: Predict the product of the given reaction. (1) Given the reactants [F:1][C:2]([F:19])([F:18])[C:3]1[CH:4]=[C:5]([N:13]2[CH:17]=[CH:16][N:15]=[CH:14]2)[CH:6]=[C:7]([C:9]([F:12])([F:11])[F:10])[CH:8]=1.[Br:20][CH2:21][CH2:22][CH3:23], predict the reaction product. The product is: [Br-:20].[F:19][C:2]([F:1])([F:18])[C:3]1[CH:4]=[C:5]([N+:13]2[CH:17]=[CH:16][N:15]([CH2:21][CH2:22][CH3:23])[CH:14]=2)[CH:6]=[C:7]([C:9]([F:10])([F:11])[F:12])[CH:8]=1. (2) Given the reactants O.[F-].C([N+](C)(C)C)C1C=CC=CC=1.[CH2:14]([C:21]1([N:46]([CH3:48])[CH3:47])[CH2:26][CH2:25][CH:24]([CH2:27][O:28][CH2:29][C:30]2[C:38]3[C:33](=[N:34][CH:35]=[CH:36][CH:37]=3)[NH:32][C:31]=2[Si](CC)(CC)CC)[CH2:23][CH2:22]1)[C:15]1[CH:20]=[CH:19][CH:18]=[CH:17][CH:16]=1, predict the reaction product. The product is: [NH:32]1[C:33]2=[N:34][CH:35]=[CH:36][CH:37]=[C:38]2[C:30]([CH2:29][O:28][CH2:27][CH:24]2[CH2:25][CH2:26][C:21]([CH2:14][C:15]3[CH:20]=[CH:19][CH:18]=[CH:17][CH:16]=3)([N:46]([CH3:48])[CH3:47])[CH2:22][CH2:23]2)=[CH:31]1. (3) Given the reactants F[C:2]1[C:7]([I:8])=[CH:6][CH:5]=[CH:4][N:3]=1.[CH3:9][C:10]1[O:14][N:13]=[C:12]([OH:15])[CH:11]=1, predict the reaction product. The product is: [I:8][C:7]1[C:2]([O:15][C:12]2[CH:11]=[C:10]([CH3:9])[O:14][N:13]=2)=[N:3][CH:4]=[CH:5][CH:6]=1. (4) Given the reactants O=[CH:2][CH2:3][CH2:4][CH2:5][CH2:6][C:7]([O:9][CH2:10][CH3:11])=[O:8].Cl.[F:13][C:14]1[CH:19]=[CH:18][C:17]([NH:20]N)=[CH:16][CH:15]=1, predict the reaction product. The product is: [F:13][C:14]1[CH:19]=[C:18]2[C:17](=[CH:16][CH:15]=1)[NH:20][CH:2]=[C:3]2[CH2:4][CH2:5][CH2:6][C:7]([O:9][CH2:10][CH3:11])=[O:8].